This data is from Forward reaction prediction with 1.9M reactions from USPTO patents (1976-2016). The task is: Predict the product of the given reaction. (1) Given the reactants [C:1]([O:5][C:6]([NH:8][C:9]1[CH:14]=[CH:13][CH:12]=[CH:11][C:10]=1B(O)O)=[O:7])([CH3:4])([CH3:3])[CH3:2].[CH3:18][O:19][C:20](=[O:41])[C@H:21]([CH2:33][C:34]1[CH:39]=[CH:38][C:37](Br)=[CH:36][CH:35]=1)[NH:22][C:23](=[O:32])[C:24]1[C:29]([Cl:30])=[CH:28][CH:27]=[CH:26][C:25]=1[Cl:31], predict the reaction product. The product is: [CH3:18][O:19][C:20](=[O:41])[C@H:21]([CH2:33][C:34]1[CH:35]=[CH:36][C:37]([C:10]2[CH:11]=[CH:12][CH:13]=[CH:14][C:9]=2[NH:8][C:6]([O:5][C:1]([CH3:4])([CH3:3])[CH3:2])=[O:7])=[CH:38][CH:39]=1)[NH:22][C:23](=[O:32])[C:24]1[C:25]([Cl:31])=[CH:26][CH:27]=[CH:28][C:29]=1[Cl:30]. (2) Given the reactants OCCN1CCN(CC(NC2C(SC)=NC(C)=CC=2SC)=O)CC1.O[CH2:26][CH2:27][N:28]1[CH2:33][CH2:32][N:31]([CH2:34][C:35]([NH:37][C:38]2[C:39]([O:51][CH2:52][C:53]([F:56])([F:55])[F:54])=[N:40][C:41]([CH3:50])=[CH:42][C:43]=2[O:44][CH2:45][C:46]([F:49])([F:48])[F:47])=[O:36])[CH2:30][CH2:29]1.SC1NC2C=CC=CC=2N=1.[F:67][C:68]1[CH:77]=[CH:76][C:71]2[N:72]=[C:73]([SH:75])[NH:74][C:70]=2[CH:69]=1, predict the reaction product. The product is: [F:67][C:68]1[CH:77]=[CH:76][C:71]2[N:72]=[C:73]([S:75][CH2:26][CH2:27][N:28]3[CH2:29][CH2:30][N:31]([CH2:34][C:35]([NH:37][C:38]4[C:39]([O:51][CH2:52][C:53]([F:56])([F:55])[F:54])=[N:40][C:41]([CH3:50])=[CH:42][C:43]=4[O:44][CH2:45][C:46]([F:48])([F:49])[F:47])=[O:36])[CH2:32][CH2:33]3)[NH:74][C:70]=2[CH:69]=1. (3) Given the reactants Br[C:2]1[CH:7]=[CH:6][C:5]([N:8]([C:13]2[C:32]([CH:33]3[CH2:35][CH2:34]3)=[CH:31][C:16]3[C:17]([C:27]([NH:29][CH3:30])=[O:28])=[C:18]([C:20]4[CH:25]=[CH:24][C:23]([F:26])=[CH:22][CH:21]=4)[O:19][C:15]=3[CH:14]=2)[S:9]([CH3:12])(=[O:11])=[O:10])=[CH:4][C:3]=1[CH2:36][CH2:37][OH:38].C([O-])([O-])=O.[K+].[K+].CC1(C)C(C)(C)O[B:48](B2OC(C)(C)C(C)(C)O2)[O:47]1, predict the reaction product. The product is: [CH:33]1([C:32]2[C:13]([N:8]([C:5]3[CH:6]=[CH:7][C:2]4[B:48]([OH:47])[O:38][CH2:37][CH2:36][C:3]=4[CH:4]=3)[S:9]([CH3:12])(=[O:11])=[O:10])=[CH:14][C:15]3[O:19][C:18]([C:20]4[CH:25]=[CH:24][C:23]([F:26])=[CH:22][CH:21]=4)=[C:17]([C:27]([NH:29][CH3:30])=[O:28])[C:16]=3[CH:31]=2)[CH2:34][CH2:35]1. (4) Given the reactants C(O[C:6]([N:8]1[CH2:13][CH2:12][NH:11][CH2:10][CH2:9]1)=O)(C)(C)C.BrC1[CH:20]=[CH:19][C:18]([C:21]([F:24])([F:23])[F:22])=[CH:17][C:16]=1[F:25], predict the reaction product. The product is: [F:25][C:16]1[CH:17]=[C:18]([C:21]([F:24])([F:23])[F:22])[CH:19]=[CH:20][C:6]=1[N:8]1[CH2:9][CH2:10][NH:11][CH2:12][CH2:13]1. (5) The product is: [CH3:28][C:29]1[CH:34]=[CH:33][C:32]([S:35]([O:20][CH:5]2[CH:4]([N:1]=[N+:2]=[N-:3])[CH2:10][CH2:9][N:8]([C:11]3[N:15]([CH3:16])[N:14]=[CH:13][C:12]=3[N+:17]([O-:19])=[O:18])[CH2:7][CH2:6]2)(=[O:37])=[O:36])=[CH:31][CH:30]=1. Given the reactants [N:1]([CH:4]1[CH2:10][CH2:9][N:8]([C:11]2[N:15]([CH3:16])[N:14]=[CH:13][C:12]=2[N+:17]([O-:19])=[O:18])[CH2:7][CH2:6][CH:5]1[OH:20])=[N+:2]=[N-:3].C(N(CC)CC)C.[CH3:28][C:29]1[CH:34]=[CH:33][C:32]([S:35](Cl)(=[O:37])=[O:36])=[CH:31][CH:30]=1.O, predict the reaction product. (6) Given the reactants C[O:2][C:3]([C:5]1[S:9][C:8]2[CH:10]=[CH:11][CH:12]=[CH:13][C:7]=2[C:6]=1[CH2:14][N:15]([CH2:22][C:23]1[CH:28]=[CH:27][C:26]([O:29][CH3:30])=[CH:25][C:24]=1[O:31][CH3:32])[CH2:16][C:17]([O:19][CH2:20][CH3:21])=[O:18])=O.Cl, predict the reaction product. The product is: [CH2:20]([O:19][C:17]([CH:16]1[N:15]([CH2:22][C:23]2[CH:28]=[CH:27][C:26]([O:29][CH3:30])=[CH:25][C:24]=2[O:31][CH3:32])[CH2:14][CH:6]2[C:7]3[CH:13]=[CH:12][CH:11]=[CH:10][C:8]=3[S:9][CH:5]2[C:3]1=[O:2])=[O:18])[CH3:21]. (7) Given the reactants Cl[C:2]1[CH2:6][C@H:5]([CH:7]2[CH2:11][CH2:10][CH2:9][CH2:8]2)[N:4]([C:12]2[CH:19]=[CH:18][C:15]([C:16]#[N:17])=[C:14]([CH3:20])[N:13]=2)[N:3]=1.[CH3:21][C:22]1[CH:30]=[C:29](B2OC(C)(C)C(C)(C)O2)[CH:28]=[CH:27][C:23]=1[C:24]([NH2:26])=[O:25], predict the reaction product. The product is: [C:16]([C:15]1[CH:18]=[CH:19][C:12]([N:4]2[C@@H:5]([CH:7]3[CH2:11][CH2:10][CH2:9][CH2:8]3)[CH2:6][C:2]([C:29]3[CH:28]=[CH:27][C:23]([C:24]([NH2:26])=[O:25])=[C:22]([CH3:21])[CH:30]=3)=[N:3]2)=[N:13][C:14]=1[CH3:20])#[N:17]. (8) Given the reactants [OH:1][CH:2]([C:15]([CH3:18])([CH3:17])[CH3:16])[CH2:3][CH2:4][NH:5][C:6]([C:8]1[N:9]=[N:10][C:11](Cl)=[CH:12][CH:13]=1)=[O:7].[N:19]1([C:25]([C:27]2[CH:32]=[CH:31][CH:30]=[CH:29][C:28]=2[C:33]([F:36])([F:35])[F:34])=[O:26])[CH2:24][CH2:23][NH:22][CH2:21][CH2:20]1, predict the reaction product. The product is: [OH:1][CH:2]([C:15]([CH3:18])([CH3:17])[CH3:16])[CH2:3][CH2:4][NH:5][C:6]([C:8]1[N:9]=[N:10][C:11]([N:22]2[CH2:23][CH2:24][N:19]([C:25](=[O:26])[C:27]3[CH:32]=[CH:31][CH:30]=[CH:29][C:28]=3[C:33]([F:36])([F:34])[F:35])[CH2:20][CH2:21]2)=[CH:12][CH:13]=1)=[O:7]. (9) Given the reactants [CH3:1][O:2][C:3]1[CH:4]=[C:5]2[C:10](=[CH:11][CH:12]=1)[CH:9]=[N:8][CH:7]=[CH:6]2.[F:13][C:14]([F:20])([F:19])[CH2:15][CH2:16][CH2:17]I.[OH-].[Na+].[O-][O-].[Na+].[Na+], predict the reaction product. The product is: [CH3:1][O:2][C:3]1[CH:4]=[C:5]2[C:10](=[CH:11][CH:12]=1)[CH:9]=[N:8][CH:7]=[C:6]2[CH2:17][CH2:16][CH2:15][C:14]([F:20])([F:19])[F:13]. (10) Given the reactants [OH:1][CH:2]1[CH2:7][CH2:6][CH:5]([CH2:8][O:9][C:10]([N:12]2[CH2:16][CH2:15][CH2:14][CH2:13]2)=[O:11])[CH2:4][CH2:3]1.[N:17]1[CH:22]=[CH:21][CH:20]=[CH:19][C:18]=1[C:23](Cl)=[O:24].C(N(CC)CC)C, predict the reaction product. The product is: [N:12]1([C:10]([O:9][CH2:8][CH:5]2[CH2:6][CH2:7][CH:2]([O:1][C:23]([C:18]3[CH:19]=[CH:20][CH:21]=[CH:22][N:17]=3)=[O:24])[CH2:3][CH2:4]2)=[O:11])[CH2:16][CH2:15][CH2:14][CH2:13]1.